Dataset: Forward reaction prediction with 1.9M reactions from USPTO patents (1976-2016). Task: Predict the product of the given reaction. (1) Given the reactants C(O[C:4]([C:6]1[N:11]=[C:10]([C:12]#[N:13])[C:9]2[N:14]=[C:15]([C:17]([CH3:20])([CH3:19])[CH3:18])[S:16][C:8]=2[C:7]=1[OH:21])=[O:5])C.[NH2:22][CH2:23][C:24]([OH:26])=[O:25].Cl, predict the reaction product. The product is: [C:17]([C:15]1[S:16][C:8]2[C:7]([OH:21])=[C:6]([C:4]([NH:22][CH2:23][C:24]([OH:26])=[O:25])=[O:5])[N:11]=[C:10]([C:12]#[N:13])[C:9]=2[N:14]=1)([CH3:18])([CH3:19])[CH3:20]. (2) Given the reactants [CH3:1][O:2][C:3]([CH3:8])([CH3:7])[C:4]([OH:6])=O.C1CCC(N=C=NC2CCCCC2)CC1.[CH3:24][O:25][NH:26][CH3:27], predict the reaction product. The product is: [CH3:1][O:2][C:3]([CH3:8])([CH3:7])[C:4]([N:26]([O:25][CH3:24])[CH3:27])=[O:6]. (3) Given the reactants [OH:1][C:2]1[CH:9]=[CH:8][C:5]([CH:6]=[O:7])=[CH:4][CH:3]=1.C(=O)([O-])[O-].[K+].[K+].[F:16][C:17]1[CH:18]=[C:19]([CH:22]=[CH:23][CH:24]=1)[CH2:20]Br, predict the reaction product. The product is: [F:16][C:17]1[CH:18]=[C:19]([CH:22]=[CH:23][CH:24]=1)[CH2:20][O:1][C:2]1[CH:9]=[CH:8][C:5]([CH:6]=[O:7])=[CH:4][CH:3]=1. (4) Given the reactants Br[C:2]1[CH:7]=[CH:6][C:5]([Br:8])=[CH:4][N:3]=1.[OH:9][CH:10]1[CH2:14][CH2:13][O:12][CH2:11]1, predict the reaction product. The product is: [O:12]1[CH2:13][CH2:14][CH:10]([O:9][C:2]2[CH:7]=[CH:6][C:5]([Br:8])=[CH:4][N:3]=2)[CH2:11]1. (5) Given the reactants [N:1]1([C:6]2[CH:14]=[CH:13][C:9]([C:10](O)=[O:11])=[CH:8][CH:7]=2)[CH:5]=[N:4][N:3]=[N:2]1.CCN(C(C)C)C(C)C.F[P-](F)(F)(F)(F)F.N1(O[P+](N(C)C)(N(C)C)N(C)C)C2C=CC=CC=2N=N1.Cl.[CH3:52][NH:53][O:54][CH3:55], predict the reaction product. The product is: [CH3:55][O:54][N:53]([CH3:52])[C:10](=[O:11])[C:9]1[CH:13]=[CH:14][C:6]([N:1]2[CH:5]=[N:4][N:3]=[N:2]2)=[CH:7][CH:8]=1. (6) Given the reactants [S:1]1[C:5]([C:6]([O:8]C)=[O:7])=[CH:4][C:3]2[CH:10]=[CH:11][C:12]([C:14]([O:16]C)=[O:15])=[CH:13][C:2]1=2.O.[OH-].[Li+].O.Cl, predict the reaction product. The product is: [S:1]1[C:5]([C:6]([OH:8])=[O:7])=[CH:4][C:3]2[CH:10]=[CH:11][C:12]([C:14]([OH:16])=[O:15])=[CH:13][C:2]1=2. (7) Given the reactants [C:1]1([C:7]2([C:10]([OH:12])=O)[CH2:9][CH2:8]2)[CH:6]=[CH:5][CH:4]=[CH:3][CH:2]=1.Cl.[CH3:14][C:15]1[C:19]([CH2:20][N:21]2[CH:25]=[C:24]([NH2:26])[CH:23]=[N:22]2)=[C:18]([CH3:27])[O:17][N:16]=1, predict the reaction product. The product is: [CH3:14][C:15]1[C:19]([CH2:20][N:21]2[CH:25]=[C:24]([NH:26][C:10]([C:7]3([C:1]4[CH:2]=[CH:3][CH:4]=[CH:5][CH:6]=4)[CH2:8][CH2:9]3)=[O:12])[CH:23]=[N:22]2)=[C:18]([CH3:27])[O:17][N:16]=1.